This data is from Catalyst prediction with 721,799 reactions and 888 catalyst types from USPTO. The task is: Predict which catalyst facilitates the given reaction. (1) The catalyst class is: 185. Reactant: I[C:2]1[CH:7]=[CH:6][N:5]=[CH:4][CH:3]=1.[CH3:8][N:9]1[CH2:14][CH2:13][NH:12][C:11](=[O:15])[CH2:10]1.[O-]P([O-])([O-])=O.[K+].[K+].[K+].N[C@@H]1CCCC[C@H]1N. Product: [N:5]1[CH:6]=[CH:7][C:2]([N:12]2[CH2:13][CH2:14][N:9]([CH3:8])[CH2:10][C:11]2=[O:15])=[CH:3][CH:4]=1. (2) Reactant: Cl.[CH3:2][NH:3][CH3:4].C(N(CC)C(C)C)(C)C.[C:14]([NH:18][C:19]([C:21]1[S:54][C:24]2[N:25]=[C:26]([C:48]3[CH:53]=[CH:52][CH:51]=[CH:50][CH:49]=3)[N:27]=[C:28]([C:29]3[CH:34]=[CH:33][CH:32]=[C:31]([NH:35][C:36]([O:38]C4C=CC([N+]([O-])=O)=CC=4)=O)[CH:30]=3)[C:23]=2[C:22]=1[NH2:55])=[O:20])([CH3:17])([CH3:16])[CH3:15]. Product: [C:14]([NH:18][C:19]([C:21]1[S:54][C:24]2[N:25]=[C:26]([C:48]3[CH:53]=[CH:52][CH:51]=[CH:50][CH:49]=3)[N:27]=[C:28]([C:29]3[CH:34]=[CH:33][CH:32]=[C:31]([NH:35][C:36]([N:3]([CH3:4])[CH3:2])=[O:38])[CH:30]=3)[C:23]=2[C:22]=1[NH2:55])=[O:20])([CH3:17])([CH3:15])[CH3:16]. The catalyst class is: 4. (3) Reactant: [F:1][C:2]1[CH:7]=[CH:6][C:5]([N+:8]([O-:10])=[O:9])=[CH:4][C:3]=1[C:11]1([C:19]([F:22])([F:21])[F:20])[CH2:17][CH2:16][O:15][CH2:14][C:13]([NH2:18])=[N:12]1.CCN(C(C)C)C(C)C.[C:32]([O:36][C:37](O[C:37]([O:36][C:32]([CH3:35])([CH3:34])[CH3:33])=[O:38])=[O:38])([CH3:35])([CH3:34])[CH3:33]. Product: [C:32]([O:36][C:37](=[O:38])[NH:18][C:13]1[CH2:14][O:15][CH2:16][CH2:17][C:11]([C:3]2[CH:4]=[C:5]([N+:8]([O-:10])=[O:9])[CH:6]=[CH:7][C:2]=2[F:1])([C:19]([F:20])([F:22])[F:21])[N:12]=1)([CH3:35])([CH3:34])[CH3:33]. The catalyst class is: 410. (4) Reactant: [NH2:1][NH2:2].[Cl:3][C:4]1[CH:9]=[C:8]([C:10]2[C:11](F)=[C:12]([CH:15]=[CH:16][CH:17]=2)[C:13]#[N:14])[N:7]=[C:6]2[N:19]([CH3:22])[N:20]=[CH:21][C:5]=12. Product: [Cl:3][C:4]1[CH:9]=[C:8]([C:10]2[CH:17]=[CH:16][CH:15]=[C:12]3[C:11]=2[NH:2][N:1]=[C:13]3[NH2:14])[N:7]=[C:6]2[N:19]([CH3:22])[N:20]=[CH:21][C:5]=12. The catalyst class is: 51. (5) Reactant: [CH3:1][O:2][C:3](=[O:16])[CH:4]([C:9]1[CH:14]=[CH:13][CH:12]=[C:11]([Br:15])[CH:10]=1)[C:5]([O:7][CH3:8])=[O:6].[Na].[CH3:18]I. Product: [CH3:8][O:7][C:5](=[O:6])[C:4]([C:9]1[CH:14]=[CH:13][CH:12]=[C:11]([Br:15])[CH:10]=1)([CH3:18])[C:3]([O:2][CH3:1])=[O:16]. The catalyst class is: 14. (6) Reactant: [NH2:1][C:2]1[N:7]=[CH:6][C:5]([C:8]2[N:13]=[C:12]([CH:14]3[CH2:16][CH2:15]3)[N:11]=[C:10]([CH:17]3[CH2:22][CH2:21][N:20](C(OC(C)(C)C)=O)[CH2:19][CH2:18]3)[CH:9]=2)=[CH:4][C:3]=1[O:30][CH:31]([F:33])[F:32].Cl. Product: [CH:14]1([C:12]2[N:13]=[C:8]([C:5]3[CH:4]=[C:3]([O:30][CH:31]([F:33])[F:32])[C:2]([NH2:1])=[N:7][CH:6]=3)[CH:9]=[C:10]([CH:17]3[CH2:22][CH2:21][NH:20][CH2:19][CH2:18]3)[N:11]=2)[CH2:15][CH2:16]1. The catalyst class is: 13. (7) Reactant: [CH2:1]([N:4]1[CH2:12][CH:11]2[C:6]([C:22]3[S:23][CH:24]=[C:25]([Br:27])[CH:26]=3)([N:7]=[C:8]([NH:13][C:14](=[O:21])[C:15]3[CH:20]=[CH:19][CH:18]=[CH:17][CH:16]=3)[S:9][CH2:10]2)[CH2:5]1)[CH:2]=[CH2:3].CN(C)CC. Product: [CH2:1]([N:4]1[CH2:12][C@@H:11]2[C@@:6]([C:22]3[S:23][CH:24]=[C:25]([Br:27])[CH:26]=3)([N:7]=[C:8]([NH:13][C:14](=[O:21])[C:15]3[CH:20]=[CH:19][CH:18]=[CH:17][CH:16]=3)[S:9][CH2:10]2)[CH2:5]1)[CH:2]=[CH2:3]. The catalyst class is: 8.